The task is: Predict the product of the given reaction.. This data is from Forward reaction prediction with 1.9M reactions from USPTO patents (1976-2016). (1) Given the reactants [N:1]1([C:6]2[CH:27]=[CH:26][C:9]([CH2:10][N:11]3[CH2:20][C:19]([CH3:22])([CH3:21])[C:18]4[C:13](=[CH:14][C:15]([N+:23]([O-])=O)=[CH:16][CH:17]=4)[CH2:12]3)=[CH:8][CH:7]=2)[CH:5]=[CH:4][N:3]=[CH:2]1.C(O)(=O)C.C([O-])(O)=O.[Na+].C(Cl)Cl, predict the reaction product. The product is: [N:1]1([C:6]2[CH:7]=[CH:8][C:9]([CH2:10][N:11]3[CH2:20][C:19]([CH3:22])([CH3:21])[C:18]4[C:13](=[CH:14][C:15]([NH2:23])=[CH:16][CH:17]=4)[CH2:12]3)=[CH:26][CH:27]=2)[CH:5]=[CH:4][N:3]=[CH:2]1. (2) Given the reactants [CH3:1][C:2]1[O:6][C:5]([C:7]2[CH:16]=[CH:15][C:10]([C:11]([O:13][CH3:14])=[O:12])=[CH:9][CH:8]=2)=[N:4][C:3]=1[CH2:17][SH:18].C(=O)([O-])[O-].[Cs+].[Cs+].I[C@H:26]1[CH2:30][CH2:29][C@H:28]([NH:31][C:32](=[O:38])[O:33][C:34]([CH3:37])([CH3:36])[CH3:35])[CH2:27]1, predict the reaction product. The product is: [C:34]([O:33][C:32]([NH:31][C@H:28]1[CH2:29][CH2:30][C@@H:26]([S:18][CH2:17][C:3]2[N:4]=[C:5]([C:7]3[CH:8]=[CH:9][C:10]([C:11]([O:13][CH3:14])=[O:12])=[CH:15][CH:16]=3)[O:6][C:2]=2[CH3:1])[CH2:27]1)=[O:38])([CH3:37])([CH3:35])[CH3:36]. (3) The product is: [Br:2][C:3]1[CH:4]=[CH:5][C:6]([F:11])=[C:7]([CH:10]=1)[CH2:8][NH:9][S:22]([CH3:21])(=[O:24])=[O:23]. Given the reactants Cl.[Br:2][C:3]1[CH:4]=[CH:5][C:6]([F:11])=[C:7]([CH:10]=1)[CH2:8][NH2:9].C(N(C(C)C)CC)(C)C.[CH3:21][S:22](Cl)(=[O:24])=[O:23], predict the reaction product. (4) Given the reactants [O:1]1[CH:5]=[CH:4][CH:3]=[C:2]1[CH2:6][N:7]([CH2:23][C:24]1[CH:29]=[CH:28][C:27]([S:30][C:31]([CH3:40])([CH3:39])[C:32]([O:34]C(C)(C)C)=[O:33])=[CH:26][CH:25]=1)[CH2:8][C:9]1[O:13][N:12]=[C:11]([C:14]2[CH:19]=[CH:18][C:17]([O:20][CH3:21])=[CH:16][C:15]=2[CH3:22])[CH:10]=1, predict the reaction product. The product is: [O:1]1[CH:5]=[CH:4][CH:3]=[C:2]1[CH2:6][N:7]([CH2:23][C:24]1[CH:25]=[CH:26][C:27]([S:30][C:31]([CH3:40])([CH3:39])[C:32]([OH:34])=[O:33])=[CH:28][CH:29]=1)[CH2:8][C:9]1[O:13][N:12]=[C:11]([C:14]2[CH:19]=[CH:18][C:17]([O:20][CH3:21])=[CH:16][C:15]=2[CH3:22])[CH:10]=1.